This data is from Catalyst prediction with 721,799 reactions and 888 catalyst types from USPTO. The task is: Predict which catalyst facilitates the given reaction. (1) Reactant: [F:1][C:2]1[N:6]([CH3:7])[N:5]=[C:4]([CH3:8])[C:3]=1[C:9](Cl)=[O:10].[C:12]1([C:25]2[CH:30]=[CH:29][CH:28]=[CH:27][CH:26]=2)[CH:17]=[CH:16][C:15]([O:18][CH2:19][CH2:20][NH:21][CH:22]2[CH2:24][CH2:23]2)=[CH:14][CH:13]=1.C(N(CC)CC)C.CCCCCCC.C(OCC)(=O)C. Product: [C:12]1([C:25]2[CH:26]=[CH:27][CH:28]=[CH:29][CH:30]=2)[CH:17]=[CH:16][C:15]([O:18][CH2:19][CH2:20][N:21]([CH:22]2[CH2:24][CH2:23]2)[C:9]([C:3]2[C:4]([CH3:8])=[N:5][N:6]([CH3:7])[C:2]=2[F:1])=[O:10])=[CH:14][CH:13]=1. The catalyst class is: 7. (2) Reactant: [CH2:1]([O:3][CH:4]([O:13][CH2:14][CH3:15])[C:5]1[CH:12]=[CH:11][C:8]([CH:9]=[O:10])=[CH:7][CH:6]=1)[CH3:2].[BH4-].[Na+]. Product: [CH2:14]([O:13][CH:4]([O:3][CH2:1][CH3:2])[C:5]1[CH:12]=[CH:11][C:8]([CH2:9][OH:10])=[CH:7][CH:6]=1)[CH3:15]. The catalyst class is: 125. (3) Reactant: C([Si](C)(C)[O:6][C:7]1[CH:12]=[CH:11][C:10]([C:13]2[C:17]([C:18]3[CH:23]=[CH:22][CH:21]=[CH:20][CH:19]=3)=[C:16]([C:24]3([CH2:27]OS(C)(=O)=O)[CH2:26][CH2:25]3)[O:15][N:14]=2)=[CH:9][CH:8]=1)(C)(C)C.[N-:35]=[N+:36]=[N-:37].[Na+]. Product: [N:35]([CH2:27][C:24]1([C:16]2[O:15][N:14]=[C:13]([C:10]3[CH:11]=[CH:12][C:7]([OH:6])=[CH:8][CH:9]=3)[C:17]=2[C:18]2[CH:23]=[CH:22][CH:21]=[CH:20][CH:19]=2)[CH2:26][CH2:25]1)=[N+:36]=[N-:37]. The catalyst class is: 58. (4) Reactant: [NH3:1].C(O[C:5]1[NH:6][C@@H:7]([C:16]2[CH:21]=[CH:20][CH:19]=[C:18]([O:22][CH3:23])[CH:17]=2)[CH2:8][CH2:9][C:10]=1[C:11]([O:13][CH2:14][CH3:15])=[O:12])C. Product: [NH2:1][C:5]1[NH:6][C@@H:7]([C:16]2[CH:21]=[CH:20][CH:19]=[C:18]([O:22][CH3:23])[CH:17]=2)[CH2:8][CH2:9][C:10]=1[C:11]([O:13][CH2:14][CH3:15])=[O:12]. The catalyst class is: 14. (5) Reactant: [CH3:1][NH:2][C@@H:3]1[C:8]2[CH:9]=[CH:10][CH:11]=[CH:12][C:7]=2[C@H:6]([C:13]2[CH:14]=[CH:15][C:16]([Cl:20])=[C:17]([Cl:19])[CH:18]=2)[CH2:5][CH2:4]1.CN(C)C(=O)C. Product: [CH3:1][NH:2][C@@H:3]1[C:8]2[CH:9]=[CH:10][CH:11]=[CH:12][C:7]=2[C@H:6]([C:13]2[CH:14]=[CH:15][C:16]([Cl:20])=[C:17]([Cl:19])[CH:18]=2)[CH2:5][CH2:4]1.[ClH:19]. The catalyst class is: 51. (6) The catalyst class is: 8. Reactant: ClCCl.Cl[C:5]1[C:10]([C:11]([O:13][CH3:14])=[O:12])=[CH:9][C:8]([C:15]([O:17][CH3:18])=[O:16])=[CH:7][N:6]=1.[CH2:19](N(CC)CC)[CH3:20]. Product: [CH:19]([C:5]1[C:10]([C:11]([O:13][CH3:14])=[O:12])=[CH:9][C:8]([C:15]([O:17][CH3:18])=[O:16])=[CH:7][N:6]=1)=[CH2:20].